This data is from Forward reaction prediction with 1.9M reactions from USPTO patents (1976-2016). The task is: Predict the product of the given reaction. (1) Given the reactants [CH3:1][O:2][C:3]1[CH:4]=[C:5]([N:12]2[CH2:16][CH2:15][CH2:14][C@@H:13]2[CH3:17])[CH:6]=[C:7]([N+:9]([O-])=O)[CH:8]=1.Cl, predict the reaction product. The product is: [CH3:1][O:2][C:3]1[CH:8]=[C:7]([NH2:9])[CH:6]=[C:5]([N:12]2[CH2:16][CH2:15][CH2:14][C@@H:13]2[CH3:17])[CH:4]=1. (2) Given the reactants [CH3:1][O:2][CH2:3][O:4][C:5]1[C:6](Br)=[C:7]([CH2:15][C:16]([O:18][CH3:19])=[O:17])[CH:8]=[C:9]([O:11][CH2:12][O:13][CH3:14])[CH:10]=1.[C:21]1(OB(O)O)[CH:26]=[CH:25][CH:24]=[CH:23][CH:22]=1.C(=O)([O-])[O-].[Cs+].[Cs+], predict the reaction product. The product is: [CH3:1][O:2][CH2:3][O:4][C:5]1[C:6]([C:21]2[CH:26]=[CH:25][CH:24]=[CH:23][CH:22]=2)=[C:7]([CH2:15][C:16]([O:18][CH3:19])=[O:17])[CH:8]=[C:9]([O:11][CH2:12][O:13][CH3:14])[CH:10]=1. (3) Given the reactants [CH2:1]([S:3]([C:6]1[CH:7]=[C:8]([C:12]2[CH:20]=[CH:19][C:18]([OH:21])=[C:17]3[C:13]=2[C:14]2[CH:25]=[C:24]([CH3:26])[CH:23]=[N:22][C:15]=2[NH:16]3)[CH:9]=[CH:10][CH:11]=1)(=[O:5])=[O:4])[CH3:2].C(S(C1C=C(C2C=C[C:44]([O:47][CH2:48]CCN(C)C)=[C:43]3C=2C2C=C(C)C=NC=2N3)C=CC=1)(=O)=O)C.BrCCOC, predict the reaction product. The product is: [CH2:1]([S:3]([C:6]1[CH:7]=[C:8]([C:12]2[CH:20]=[CH:19][C:18]([O:21][CH2:43][CH2:44][O:47][CH3:48])=[C:17]3[C:13]=2[C:14]2[CH:25]=[C:24]([CH3:26])[CH:23]=[N:22][C:15]=2[NH:16]3)[CH:9]=[CH:10][CH:11]=1)(=[O:5])=[O:4])[CH3:2].